This data is from Peptide-MHC class II binding affinity with 134,281 pairs from IEDB. The task is: Regression. Given a peptide amino acid sequence and an MHC pseudo amino acid sequence, predict their binding affinity value. This is MHC class II binding data. (1) The peptide sequence is PTIDVKMMNMEAANL. The MHC is DRB5_0101 with pseudo-sequence DRB5_0101. The binding affinity (normalized) is 0.387. (2) The MHC is DRB1_0701 with pseudo-sequence DRB1_0701. The peptide sequence is MHVSFVMAYPEMLAA. The binding affinity (normalized) is 0.635. (3) The peptide sequence is TAGVFAAPTLMSFLR. The MHC is DRB1_0101 with pseudo-sequence DRB1_0101. The binding affinity (normalized) is 0.721. (4) The peptide sequence is EIPDVLNSLAVAWMILRA. The MHC is DRB5_0101 with pseudo-sequence DRB5_0101. The binding affinity (normalized) is 0.339. (5) The peptide sequence is QSGFIAAAVLLSVLG. The MHC is DRB1_1101 with pseudo-sequence DRB1_1101. The binding affinity (normalized) is 0.129. (6) The peptide sequence is AGGAGGVGAVGGKGG. The MHC is HLA-DPA10103-DPB10401 with pseudo-sequence HLA-DPA10103-DPB10401. The binding affinity (normalized) is 0.0745. (7) The peptide sequence is LIDVSGITLKQATTA. The MHC is DRB1_0404 with pseudo-sequence DRB1_0404. The binding affinity (normalized) is 0.269. (8) The peptide sequence is INCPTAAAIAYGLDR. The MHC is HLA-DQA10401-DQB10402 with pseudo-sequence HLA-DQA10401-DQB10402. The binding affinity (normalized) is 0.514. (9) The peptide sequence is RSRPRRTTRRMDRRT. The MHC is HLA-DPA10201-DPB10101 with pseudo-sequence HLA-DPA10201-DPB10101. The binding affinity (normalized) is 0.122.